This data is from Catalyst prediction with 721,799 reactions and 888 catalyst types from USPTO. The task is: Predict which catalyst facilitates the given reaction. (1) Reactant: Cl[C:2]1[N:7]=[CH:6][N:5]=[C:4]([NH:8][C:9]2[CH:33]=[CH:32][C:12]([C:13]([NH:15][C:16]3[S:20][N:19]=[C:18]([C:21]4[CH:26]=[CH:25][C:24](F)=[C:23]([C:28]([F:31])([F:30])[F:29])[CH:22]=4)[N:17]=3)=[O:14])=[CH:11][CH:10]=2)[CH:3]=1.[CH3:34][CH:35]([CH3:37])[O-:36].[Na+]. Product: [CH:35]([O:36][C:2]1[N:7]=[CH:6][N:5]=[C:4]([NH:8][C:9]2[CH:33]=[CH:32][C:12]([C:13]([NH:15][C:16]3[S:20][N:19]=[C:18]([C:21]4[CH:26]=[CH:25][C:24]([O:36][CH:35]([CH3:37])[CH3:34])=[C:23]([C:28]([F:30])([F:29])[F:31])[CH:22]=4)[N:17]=3)=[O:14])=[CH:11][CH:10]=2)[CH:3]=1)([CH3:37])[CH3:34]. The catalyst class is: 40. (2) Reactant: [C:1]([O:4][CH2:5][C:6]1[CH2:13][S:12][C@@H:11]2[N:8]([C:9](=[O:39])[C@H:10]2[NH:14][C:15](=[O:38])[CH2:16][N:17]2[CH:21]=[C:20]([CH2:22][N:23]([CH2:31][C:32]3[CH:37]=[CH:36][CH:35]=[CH:34][N:33]=3)[CH2:24][C:25]3[CH:30]=[CH:29][CH:28]=[CH:27][N:26]=3)[N:19]=[N:18]2)[C:7]=1[C:40]([O:42]C)=[O:41])(=[O:3])[CH3:2].O.[OH-].[Li+].Cl. Product: [C:1]([O:4][CH2:5][C:6]1[CH2:13][S:12][C@@H:11]2[N:8]([C:9](=[O:39])[C@H:10]2[NH:14][C:15](=[O:38])[CH2:16][N:17]2[CH:21]=[C:20]([CH2:22][N:23]([CH2:31][C:32]3[CH:37]=[CH:36][CH:35]=[CH:34][N:33]=3)[CH2:24][C:25]3[CH:30]=[CH:29][CH:28]=[CH:27][N:26]=3)[N:19]=[N:18]2)[C:7]=1[C:40]([OH:42])=[O:41])(=[O:3])[CH3:2]. The catalyst class is: 1. (3) Reactant: [NH2:1][C:2]1[CH:6]=[C:5]([C:7]2[CH:12]=[CH:11][CH:10]=[CH:9][CH:8]=2)[N:4]([C:13]2[CH:18]=[CH:17][C:16]([S:19]([NH2:22])(=[O:21])=[O:20])=[CH:15][CH:14]=2)[N:3]=1.[F:23][C:24]([F:35])([F:34])[C:25]1[CH:26]=[C:27]([N:31]=[C:32]=[O:33])[CH:28]=[CH:29][CH:30]=1.C(N(CC)CC)C.O. Product: [C:7]1([C:5]2[N:4]([C:13]3[CH:18]=[CH:17][C:16]([S:19]([NH2:22])(=[O:20])=[O:21])=[CH:15][CH:14]=3)[N:3]=[C:2]([NH:1][C:32]([NH:31][C:27]3[CH:28]=[CH:29][CH:30]=[C:25]([C:24]([F:23])([F:34])[F:35])[CH:26]=3)=[O:33])[CH:6]=2)[CH:8]=[CH:9][CH:10]=[CH:11][CH:12]=1. The catalyst class is: 3. (4) Reactant: C[O:2][C:3](=[O:34])[CH2:4][CH2:5][C@@H:6]1[CH2:10][C@@H:9]([S:11][CH2:12][C:13]2[CH:18]=[CH:17][C:16]([O:19][CH3:20])=[CH:15][CH:14]=2)[CH2:8][N:7]1[S:21]([C:24]1[CH:33]=[CH:32][C:31]2[C:26](=[CH:27][CH:28]=[CH:29][CH:30]=2)[CH:25]=1)(=[O:23])=[O:22].[OH-].[Na+].Cl. Product: [CH3:20][O:19][C:16]1[CH:15]=[CH:14][C:13]([CH2:12][S:11][C@H:9]2[CH2:8][N:7]([S:21]([C:24]3[CH:33]=[CH:32][C:31]4[C:26](=[CH:27][CH:28]=[CH:29][CH:30]=4)[CH:25]=3)(=[O:23])=[O:22])[C@H:6]([CH2:5][CH2:4][C:3]([OH:34])=[O:2])[CH2:10]2)=[CH:18][CH:17]=1. The catalyst class is: 14.